From a dataset of Reaction yield outcomes from USPTO patents with 853,638 reactions. Predict the reaction yield, written as a fraction of the theoretical maximum amount of product (1.0 means a 100% yield; for example, 0.34 means a 34% yield). (1) The reactants are [Br:1][C:2]1[NH:6][CH:5]=[C:4]([CH2:7][N:8]([CH3:16])[C:9](=[O:15])[O:10][C:11]([CH3:14])([CH3:13])[CH3:12])[CH:3]=1.[H-].[Na+].C1OCCOCCOCCOCCOC1.[CH3:34][C:35]1[N:40]=[CH:39][C:38]([S:41](Cl)(=[O:43])=[O:42])=[CH:37][CH:36]=1. The catalyst is O1CCCC1.O. The product is [Br:1][C:2]1[N:6]([S:41]([C:38]2[CH:39]=[N:40][C:35]([CH3:34])=[CH:36][CH:37]=2)(=[O:43])=[O:42])[CH:5]=[C:4]([CH2:7][N:8]([CH3:16])[C:9](=[O:15])[O:10][C:11]([CH3:12])([CH3:13])[CH3:14])[CH:3]=1. The yield is 0.790. (2) The reactants are [NH:1]1[C:9]2[C:4](=[CH:5][CH:6]=[C:7]([C:10]#[N:11])[CH:8]=2)[CH:3]=[CH:2]1.N. The catalyst is [Ni].C(O)C. The product is [NH:1]1[C:9]2[C:4](=[CH:5][CH:6]=[C:7]([CH2:10][NH2:11])[CH:8]=2)[CH:3]=[CH:2]1. The yield is 0.970. (3) The reactants are [N+:1]([C:4]1[CH:5]=[C:6]([NH2:13])[C:7](=[CH:11][CH:12]=1)[C:8]([OH:10])=O)([O-:3])=[O:2].Cl.[CH:15](N)=[NH:16]. No catalyst specified. The product is [N+:1]([C:4]1[CH:5]=[C:6]2[C:7]([C:8](=[O:10])[NH:16][CH:15]=[N:13]2)=[CH:11][CH:12]=1)([O-:3])=[O:2]. The yield is 0.440.